From a dataset of Experimentally validated miRNA-target interactions with 360,000+ pairs, plus equal number of negative samples. Binary Classification. Given a miRNA mature sequence and a target amino acid sequence, predict their likelihood of interaction. (1) The miRNA is mmu-miR-192-5p with sequence CUGACCUAUGAAUUGACAGCC. The protein sequence of the target gene is MASPAIGQRPYPLLLDPEPPRYLQSLGGTEPPPPARPRRCIPTALIPAAGASEDRGGRRSGRRDPEPTPRDCRHARPVRPGLQPRLRLRPGSHRPRDVRSIFEQPQDPRVLAERGEGHRFVELALRGGPGWCDLCGREVLRQALRCANCKFTCHSECRSLIQLDCRQKGGPALDRRSPESTLTPTLNQNVCKAVEETQHPPTIQEIKQKIDSYNSREKHCLGMKLSEDGTYTGFIKVHLKLRRPVTVPAGIRPQSIYDAIKEVNPAATTDKRTSFYLPLDAIKQLHISSTTTVSEVIQGL.... Result: 0 (no interaction). (2) The miRNA is hsa-miR-548aq-5p with sequence GAAAGUAAUUGCUGUUUUUGCC. The protein sequence of the target gene is MAFPPRRRLRLGPRGLPLLLSGLLLPLCRAFNLDVESPAEYSGPEGSYFGFAVDFFVPSASSRMFLLVGAPKANTTQPGIVEGGQVLKCDWSSHRRCQPIEFDATGNRDYAKDDPLEFKSHQWFGASVRSKQDKILACAPLYHWRTEMKQEREPVGTCFLQDGTKTVEYAPCRSKNIDADGQGFCQGGFSIDFTKADRVLLGGPGSFYWQGQLISDQVAEIVSKYDPKVYSIKYNNQLATRTAQAIFDDSYLGYSVAVGDFNGDGIDDFVSGVPRAARTLGMVYIYDGKNMSSLHNFTGE.... Result: 0 (no interaction). (3) The miRNA is mmu-miR-5123 with sequence UGUAGAUCCAUAUGCCAUGGUGUG. The protein sequence of the target gene is MDKEKLDVKIEYCNYAMDSSVENMYVNKVWVQCENENCLKWRLLSSEDSAKVDHDEPWYCFMNTDSRYNNCSISEEDFPEESQLHQCGFKIVYSQLPLGSLVLVKLQNWPSWPGILCPDRFKGKYVTYDPDGNVEEYHIEFLGDPHSRSWIKATFVGHYSITLKPEKCKNKKKWYKSALQEACLLYGYSHEQRLEMCCLSKLQDKSETHDKVAALVKKRKQTSKNNIEKKKPKFRKRKRKAILKCSFENVYSDDALSKENRVVCETEVLLKELEQMLQQALQPTATPDESEEGHGEEINM.... Result: 0 (no interaction). (4) The miRNA is cel-miR-63-3p with sequence UAUGACACUGAAGCGAGUUGGAAA. The protein sequence of the target gene is MSGTQSTITDRFPLKKPIRHGSILNRESPTDKKQKVERIASHDFDPTDSSSKKTKSSSEESRSEIYGLVQRCVIIQKDDNGFGLTVSGDNPVFVQSVKEDGAAMRAGVQTGDRIIKVNGTLVTHSNHLEVVKLIKSGSYVALTVQGRPPGSPQIPLADSEVEPSVIGHMSPIMTSPHSPGASGNMERITSPVLMGEENNVVHNQKVEILRKMLQKEQERLQLLQEDYNRTPAQRLLKEIQEAKKHIPQLQEQLSKATGSAQDGAVVTPSRPLGDTLTVSEAETDPGDVLGRTDCSSGDAS.... Result: 0 (no interaction). (5) The miRNA is hsa-miR-342-3p with sequence UCUCACACAGAAAUCGCACCCGU. The protein sequence of the target gene is MPLGLGRRKKAPPLVENEEAEPSRSGLGVGEPGPLGGSAAGESQMGLPPPPAALRPRLVFHTQLAHGSPTGRIEGFTNVKELYGKIAEAFRLPAAEVMFCTLNTHKVDMDKLLGGQIGLEDFIFAHVKGQRKEVEVFKSEEALGLTITDNGAGYAFIKRIKEGSVIDHIQLISVGDMIEAINGQSLLGCRHYEVARLLKELPRGRTFTLKLTEPRKAFDMISQRSAGGHPGSGPQLGTGRGTLRLRSRGPATVEDLPSAFEEKAIEKVDDLLESYMGIRDTELAATMVELGKDKRNPDEL.... Result: 0 (no interaction).